This data is from Forward reaction prediction with 1.9M reactions from USPTO patents (1976-2016). The task is: Predict the product of the given reaction. Given the reactants [Cr](Cl)([O-])(=O)=O.[NH+]1C=CC=CC=1.[Br:12][C:13]1[CH:18]=[CH:17][C:16]([CH:19]([OH:21])[CH3:20])=[CH:15][C:14]=1[CH3:22], predict the reaction product. The product is: [Br:12][C:13]1[CH:18]=[CH:17][C:16]([C:19](=[O:21])[CH3:20])=[CH:15][C:14]=1[CH3:22].